Dataset: Forward reaction prediction with 1.9M reactions from USPTO patents (1976-2016). Task: Predict the product of the given reaction. (1) Given the reactants [C:1]([O:5][C:6](=[O:22])[NH:7][C:8]1[CH:13]=[C:12](F)[C:11]([C:15]([F:18])([F:17])[F:16])=[CH:10][C:9]=1[N+:19]([O-])=O)([CH3:4])([CH3:3])[CH3:2].CCN(CC)CC.[NH:30]1[CH2:35][CH2:34][S:33][CH2:32][CH2:31]1, predict the reaction product. The product is: [C:1]([O:5][C:6](=[O:22])[NH:7][C:8]1[CH:13]=[C:12]([N:30]2[CH2:35][CH2:34][S:33][CH2:32][CH2:31]2)[C:11]([C:15]([F:18])([F:17])[F:16])=[CH:10][C:9]=1[NH2:19])([CH3:4])([CH3:3])[CH3:2]. (2) Given the reactants [CH:1]([O:4][C:5]([N:7]1[C:16]2[C:11](=[CH:12][C:13]([C:17]([F:20])([F:19])[F:18])=[CH:14][CH:15]=2)[C@H:10]([N:21]([CH2:26][C:27]2[CH:32]=[C:31]([C:33]([F:36])([F:35])[F:34])[CH:30]=[C:29]([C:37]([F:40])([F:39])[F:38])[CH:28]=2)[C:22]([O:24][CH3:25])=[O:23])[CH2:9][C@@H:8]1[CH:41]1[CH2:43][CH:42]1[C:44](OCC)=[O:45])=[O:6])([CH3:3])[CH3:2].[BH4-].[Na+], predict the reaction product. The product is: [CH:1]([O:4][C:5]([N:7]1[C:16]2[C:11](=[CH:12][C:13]([C:17]([F:20])([F:19])[F:18])=[CH:14][CH:15]=2)[C@H:10]([N:21]([CH2:26][C:27]2[CH:28]=[C:29]([C:37]([F:38])([F:39])[F:40])[CH:30]=[C:31]([C:33]([F:36])([F:34])[F:35])[CH:32]=2)[C:22]([O:24][CH3:25])=[O:23])[CH2:9][C@@H:8]1[CH:41]1[CH2:43][CH:42]1[CH2:44][OH:45])=[O:6])([CH3:2])[CH3:3]. (3) Given the reactants [Br:1][C:2]1[CH:7]=[CH:6][C:5]([Br:8])=[CH:4][C:3]=1[CH:9]1[CH2:14][CH:13]([S:15]([C:18]2[CH:23]=[CH:22][CH:21]=[C:20]([C:24]([F:27])([F:26])[F:25])[CH:19]=2)(=[O:17])=[O:16])[CH2:12][CH2:11][O:10]1.[CH3:28]C([O-])(C)C.[K+].CI, predict the reaction product. The product is: [Br:1][C:2]1[CH:7]=[CH:6][C:5]([Br:8])=[CH:4][C:3]=1[CH:9]1[CH2:14][C:13]([CH3:28])([S:15]([C:18]2[CH:23]=[CH:22][CH:21]=[C:20]([C:24]([F:26])([F:25])[F:27])[CH:19]=2)(=[O:16])=[O:17])[CH2:12][CH2:11][O:10]1. (4) Given the reactants [NH2:1][C:2]1[N:7]=[C:6]([NH2:8])[C:5](I)=[CH:4][N:3]=1.[C:10]([C:12]1[CH:13]=[C:14]([O:22][CH3:23])[C:15]([O:20][CH3:21])=[C:16]([O:18][CH3:19])[CH:17]=1)#[CH:11], predict the reaction product. The product is: [NH2:1][C:2]1[N:7]=[C:6]([NH2:8])[C:5]([C:11]#[C:10][C:12]2[CH:13]=[C:14]([O:22][CH3:23])[C:15]([O:20][CH3:21])=[C:16]([O:18][CH3:19])[CH:17]=2)=[CH:4][N:3]=1. (5) The product is: [OH:12][C:2]1[CH:10]=[CH:9][CH:8]=[CH:7][C:3]=1[C:4]([OH:6])=[O:5]. Given the reactants Cl[C:2]1[CH:10]=[CH:9][CH:8]=[CH:7][C:3]=1[C:4]([OH:6])=[O:5].C([O-])([O-])=[O:12].[Na+].[Na+].CN[C@@H]1CCCC[C@H]1NC.Cl, predict the reaction product. (6) Given the reactants Br[CH:2]1[CH2:6][CH2:5][N:4]([CH2:7][C:8]2[CH:13]=[CH:12][C:11]([CH3:14])=[CH:10][CH:9]=2)[C:3]1=[O:15].C(N(CC)CC)C.Cl.[F:24][C@H:25]1[C@H:30]([C:31]2[CH:36]=[CH:35][C:34]([OH:37])=[CH:33][CH:32]=2)[CH2:29][CH2:28][NH:27][CH2:26]1.O, predict the reaction product. The product is: [F:24][C@H:25]1[C@H:30]([C:31]2[CH:36]=[CH:35][C:34]([OH:37])=[CH:33][CH:32]=2)[CH2:29][CH2:28][N:27]([CH:2]2[CH2:6][CH2:5][N:4]([CH2:7][C:8]3[CH:13]=[CH:12][C:11]([CH3:14])=[CH:10][CH:9]=3)[C:3]2=[O:15])[CH2:26]1.